From a dataset of Experimentally validated miRNA-target interactions with 360,000+ pairs, plus equal number of negative samples. Binary Classification. Given a miRNA mature sequence and a target amino acid sequence, predict their likelihood of interaction. The miRNA is hsa-miR-149-3p with sequence AGGGAGGGACGGGGGCUGUGC. The protein sequence of the target gene is MIEDKGPRVADYFVVAGLTDVSKPLEEEIHFNDACHKVAKPKEPITDVSVIIKSLGEEVPQDYICIDVTPTGLSADLNNGSLVGPQIYLCYRRGRDKPPLTDLGVLYDWKERLKQGCEIIQSTPYGRPANISGSTSSQRIYITYRRASENMTQNTLAVTDICIIIPSKGESPPHTFCKVDKNLNNSMWGSAVYLCYKKSVAKTNTVSYKAGLICRYPQEDYESFSLPESVPLFCLPMGATIECWPSNSKYPLPVFSTFVLTGASAEKVYGAAIQFYEPYSEENLTEKQRLLLGLTSADGK.... Result: 0 (no interaction).